Dataset: Reaction yield outcomes from USPTO patents with 853,638 reactions. Task: Predict the reaction yield, written as a fraction of the theoretical maximum amount of product (1.0 means a 100% yield; for example, 0.34 means a 34% yield). (1) The reactants are [CH3:1][C:2]1[O:6][N:5]=[C:4]([C:7]2[CH:12]=[CH:11][CH:10]=[CH:9][CH:8]=2)[C:3]=1[CH2:13][O:14][C:15]1[CH:23]=[CH:22][C:18]([C:19]([OH:21])=O)=[CH:17][N:16]=1.[NH:24]1[CH2:29][CH2:28][CH2:27][CH2:26][CH2:25]1. No catalyst specified. The product is [CH3:1][C:2]1[O:6][N:5]=[C:4]([C:7]2[CH:8]=[CH:9][CH:10]=[CH:11][CH:12]=2)[C:3]=1[CH2:13][O:14][C:15]1[N:16]=[CH:17][C:18]([C:19]([N:24]2[CH2:29][CH2:28][CH2:27][CH2:26][CH2:25]2)=[O:21])=[CH:22][CH:23]=1. The yield is 0.750. (2) The reactants are [C:1](=[O:20])([O:18][CH3:19])[O:2][C:3]1[CH:8]=[C:7]([N+:9]([O-])=O)[C:6]([Br:12])=[CH:5][C:4]=1[CH:13]1[CH2:17][CH2:16][CH2:15][CH2:14]1.[BH4-].[Na+].C(OCC)(=O)C.CCCCCC. The catalyst is CO.Cl[Ni]Cl. The product is [C:1](=[O:20])([O:18][CH3:19])[O:2][C:3]1[CH:8]=[C:7]([NH2:9])[C:6]([Br:12])=[CH:5][C:4]=1[CH:13]1[CH2:17][CH2:16][CH2:15][CH2:14]1. The yield is 0.540. (3) The catalyst is [Br-].C([N+]1C(C)=C(CCO)SC=1)C.C(O)C.CCOC(C)=O. The reactants are [F:1][C:2]1[CH:3]=[CH:4][C:5]([O:10][CH2:11][C:12]2[CH:17]=[CH:16][C:15]([F:18])=[CH:14][CH:13]=2)=[C:6]([CH:9]=1)[CH:7]=[O:8].[CH:19]([C:21]([CH3:23])=[O:22])=[CH2:20].C(N(CC)CC)C. The product is [F:1][C:2]1[CH:3]=[CH:4][C:5]([O:10][CH2:11][C:12]2[CH:17]=[CH:16][C:15]([F:18])=[CH:14][CH:13]=2)=[C:6]([C:7](=[O:8])[CH2:20][CH2:19][C:21](=[O:22])[CH3:23])[CH:9]=1. The yield is 0.690. (4) The reactants are [C@H:1]1([NH:10][CH:11]=[CH:12][CH:13]=[C:14]([C:19]([O:21]C)=[O:20])[C:15](OC)=[O:16])[C:9]2[C:4](=[CH:5][CH:6]=[CH:7][CH:8]=2)[CH2:3][CH2:2]1.[H-].[Na+].O. The catalyst is CO. The product is [C@H:1]1([N:10]2[CH:11]=[CH:12][CH:13]=[C:14]([C:19]([OH:21])=[O:20])[C:15]2=[O:16])[C:9]2[C:4](=[CH:5][CH:6]=[CH:7][CH:8]=2)[CH2:3][CH2:2]1. The yield is 0.930. (5) The reactants are [CH:1]([C:3]1[CH:4]=[C:5]([CH:9]=[CH:10][CH:11]=1)[C:6]([OH:8])=O)=[O:2].C(N(CC)C(C)C)(C)C.[CH2:21]([NH:24][CH2:25][CH2:26][CH3:27])[CH2:22][CH3:23]. The catalyst is ClCCl.C(OCC)C. The product is [CH2:21]([N:24]([CH2:25][CH2:26][CH3:27])[C:6]([C:5]1[CH:4]=[C:3]([CH:11]=[CH:10][CH:9]=1)[CH:1]=[O:2])=[O:8])[CH2:22][CH3:23]. The yield is 0.200.